From a dataset of Forward reaction prediction with 1.9M reactions from USPTO patents (1976-2016). Predict the product of the given reaction. (1) Given the reactants Cl[CH2:2][C:3]([O:5][CH2:6][CH3:7])=[O:4].[Cl:8][C:9]1[CH:14]=[CH:13][C:12]([C:15]2[N:16]([CH2:21][CH2:22][O:23][CH3:24])[C:17](=[O:20])[NH:18][N:19]=2)=[CH:11][CH:10]=1.C(=O)([O-])[O-].[K+].[K+], predict the reaction product. The product is: [CH2:6]([O:5][C:3](=[O:4])[CH2:2][N:18]1[C:17](=[O:20])[N:16]([CH2:21][CH2:22][O:23][CH3:24])[C:15]([C:12]2[CH:11]=[CH:10][C:9]([Cl:8])=[CH:14][CH:13]=2)=[N:19]1)[CH3:7]. (2) Given the reactants [CH3:1][C:2]1([CH3:16])[C:6]([CH3:8])([CH3:7])[O:5][B:4]([C:9]2[CH:10]=[C:11]([OH:15])[CH:12]=[CH:13][CH:14]=2)[O:3]1.C([O-])([O-])=O.[Cs+].[Cs+].[C:23]([O:27][C:28]([N:30]1[CH2:35][CH2:34][CH:33](OS(C)(=O)=O)[CH2:32][CH2:31]1)=[O:29])([CH3:26])([CH3:25])[CH3:24], predict the reaction product. The product is: [C:23]([O:27][C:28]([N:30]1[CH2:35][CH2:34][CH:33]([O:15][C:11]2[CH:12]=[CH:13][CH:14]=[C:9]([B:4]3[O:3][C:2]([CH3:16])([CH3:1])[C:6]([CH3:7])([CH3:8])[O:5]3)[CH:10]=2)[CH2:32][CH2:31]1)=[O:29])([CH3:26])([CH3:24])[CH3:25]. (3) Given the reactants C(OC([N:8]1[CH2:11][CH:10]([C:12]2[CH:33]=[CH:32][C:15]3[C:16]4[N:17]=[C:18]([C:24]5[N:25]([CH:29]([CH3:31])[CH3:30])[N:26]=[CH:27][N:28]=5)[S:19][C:20]=4[CH2:21][CH2:22][O:23][C:14]=3[CH:13]=2)[CH2:9]1)=O)(C)(C)C.C(O)(C(F)(F)F)=O, predict the reaction product. The product is: [NH:8]1[CH2:11][CH:10]([C:12]2[CH:33]=[CH:32][C:15]3[C:16]4[N:17]=[C:18]([C:24]5[N:25]([CH:29]([CH3:31])[CH3:30])[N:26]=[CH:27][N:28]=5)[S:19][C:20]=4[CH2:21][CH2:22][O:23][C:14]=3[CH:13]=2)[CH2:9]1. (4) Given the reactants [CH3:1][C:2]1[O:6][C:5]([C:7]2[CH:12]=[CH:11][C:10]([OH:13])=[CH:9][CH:8]=2)=[N:4][C:3]=1[CH2:14][N:15]1[C:23]2[C:18](=[CH:19][C:20]([C:24]([OH:33])([C:29]([F:32])([F:31])[F:30])[C:25]([F:28])([F:27])[F:26])=[CH:21][CH:22]=2)[CH:17]=[C:16]1[CH3:34].[CH3:35][N:36]([CH3:40])[C:37](Cl)=[O:38].CCOCC.Cl, predict the reaction product. The product is: [CH3:1][C:2]1[O:6][C:5]([C:7]2[CH:8]=[CH:9][C:10]([O:13][C:37](=[O:38])[N:36]([CH3:40])[CH3:35])=[CH:11][CH:12]=2)=[N:4][C:3]=1[CH2:14][N:15]1[C:23]2[C:18](=[CH:19][C:20]([C:24]([OH:33])([C:25]([F:26])([F:27])[F:28])[C:29]([F:32])([F:31])[F:30])=[CH:21][CH:22]=2)[CH:17]=[C:16]1[CH3:34]. (5) Given the reactants CO[CH:3](OC)[N:4]([CH3:6])[CH3:5].[CH3:9][C:10]1[NH:14][C:13](=[O:15])[N:12]([C:16]2[CH:21]=[CH:20][C:19]([S:22][C:23]3[CH:24]=[C:25]([C:29]4([C:35]([NH2:37])=[O:36])[CH2:34][CH2:33][O:32][CH2:31][CH2:30]4)[CH:26]=[CH:27][CH:28]=3)=[CH:18][CH:17]=2)[N:11]=1.COC(OC)(N(C)C)C, predict the reaction product. The product is: [CH3:3][N:4](/[CH:6]=[N:37]/[C:35]([C:29]1([C:25]2[CH:26]=[CH:27][CH:28]=[C:23]([S:22][C:19]3[CH:18]=[CH:17][C:16]([N:12]4[C:13](=[O:15])[NH:14][C:10]([CH3:9])=[N:11]4)=[CH:21][CH:20]=3)[CH:24]=2)[CH2:30][CH2:31][O:32][CH2:33][CH2:34]1)=[O:36])[CH3:5]. (6) Given the reactants Cl.C([O:10][C:11]([N:13]([CH2:46][C:47](=[O:52])[C:48]([CH3:51])([CH3:50])[CH3:49])[C:14]1[CH:19]=[CH:18][CH:17]=[CH:16][C:15]=1[N:20]([CH:40]1[CH2:45][CH2:44][CH2:43][CH2:42][CH2:41]1)[CH2:21][C@@H:22]([NH:33]C(=O)C(F)(F)F)C(OCC1C=CC=CC=1)=O)=O)(=O)C1C=CC=CC=1.C1(N2C[C@@H](NC(=O)C(F)(F)F)C(=O)N(CC(=O)C(C)(C)C)C3C=CC=CC2=3)CCCCC1, predict the reaction product. The product is: [NH2:33][C@H:22]1[C:11](=[O:10])[N:13]([CH2:46][C:47](=[O:52])[C:48]([CH3:49])([CH3:50])[CH3:51])[C:14]2[CH:19]=[CH:18][CH:17]=[CH:16][C:15]=2[N:20]([CH:40]2[CH2:45][CH2:44][CH2:43][CH2:42][CH2:41]2)[CH2:21]1. (7) Given the reactants [C:1]([O:9][CH2:10][C@:11]12[CH2:37][CH2:36][C@@H:35]([C:38]([CH3:40])=[CH2:39])[C@@H:12]1[CH:13]1[C@@:26]([CH3:29])([CH2:27][CH2:28]2)[C@@:25]2([CH3:30])[C@@H:16]([C@:17]3([CH3:34])[C@@H:22]([CH2:23][CH2:24]2)[C:21]([CH3:32])([CH3:31])[C@@H:20]([OH:33])[CH2:19][CH2:18]3)[CH2:15][CH2:14]1)(=[O:8])[C:2]1[CH:7]=[CH:6][CH:5]=[CH:4][CH:3]=1.C1C=C[NH+]=CC=1.[O-][Cr](Cl)(=O)=O, predict the reaction product. The product is: [C:1]([O:9][CH2:10][C@:11]12[CH2:37][CH2:36][C@@H:35]([C:38]([CH3:40])=[CH2:39])[C@@H:12]1[C@@H:13]1[C@@:26]([CH3:29])([CH2:27][CH2:28]2)[C@@:25]2([CH3:30])[C@@H:16]([C@:17]3([CH3:34])[C@@H:22]([CH2:23][CH2:24]2)[C:21]([CH3:31])([CH3:32])[C:20](=[O:33])[CH2:19][CH2:18]3)[CH2:15][CH2:14]1)(=[O:8])[C:2]1[CH:3]=[CH:4][CH:5]=[CH:6][CH:7]=1.